Dataset: Peptide-MHC class I binding affinity with 185,985 pairs from IEDB/IMGT. Task: Regression. Given a peptide amino acid sequence and an MHC pseudo amino acid sequence, predict their binding affinity value. This is MHC class I binding data. (1) The peptide sequence is QEPGIFCAI. The MHC is HLA-B07:02 with pseudo-sequence HLA-B07:02. The binding affinity (normalized) is 0.0847. (2) The peptide sequence is KSLFNTIAVLY. The MHC is HLA-A01:01 with pseudo-sequence HLA-A01:01. The binding affinity (normalized) is 0.292. (3) The peptide sequence is NEVGARILT. The MHC is HLA-B44:02 with pseudo-sequence HLA-B44:02. The binding affinity (normalized) is 0.0847. (4) The peptide sequence is NYPASLHKF. The binding affinity (normalized) is 0.260. The MHC is HLA-A02:06 with pseudo-sequence HLA-A02:06. (5) The peptide sequence is RFHNIRGRF. The MHC is H-2-Kd with pseudo-sequence H-2-Kd. The binding affinity (normalized) is 0.256. (6) The MHC is HLA-A01:01 with pseudo-sequence HLA-A01:01. The peptide sequence is AEQASQDVKNW. The binding affinity (normalized) is 0.